Dataset: Forward reaction prediction with 1.9M reactions from USPTO patents (1976-2016). Task: Predict the product of the given reaction. (1) Given the reactants [CH2:1]([C:8]([OH:10])=[O:9])[C:2]([CH2:4]C(O)=O)=[O:3].[C:11](OC(=O)C)(=[O:13])C, predict the reaction product. The product is: [CH3:4][C:2]([CH:1]1[C:8](=[O:9])[O:10][C:11]1=[O:13])=[O:3]. (2) The product is: [ClH:32].[N:1]12[CH2:6][CH2:5][CH:4]([CH2:7][CH2:8]1)[CH:3]([NH:9][C:10]([C:12]1[O:13][C:14]([C:17]3[CH:18]=[CH:19][C:20]([NH:23][C:24](=[O:31])[C:25]4[CH:30]=[CH:29][CH:28]=[CH:27][CH:26]=4)=[CH:21][CH:22]=3)=[CH:15][CH:16]=1)=[O:11])[CH2:2]2. Given the reactants [N:1]12[CH2:8][CH2:7][CH:4]([CH2:5][CH2:6]1)[CH:3]([NH:9][C:10]([C:12]1[O:13][C:14]([C:17]3[CH:22]=[CH:21][C:20]([NH2:23])=[CH:19][CH:18]=3)=[CH:15][CH:16]=1)=[O:11])[CH2:2]2.[C:24]([Cl:32])(=[O:31])[C:25]1[CH:30]=[CH:29][CH:28]=[CH:27][CH:26]=1, predict the reaction product.